Dataset: Reaction yield outcomes from USPTO patents with 853,638 reactions. Task: Predict the reaction yield, written as a fraction of the theoretical maximum amount of product (1.0 means a 100% yield; for example, 0.34 means a 34% yield). (1) The product is [Br:1][C:2]1[C:3]([CH3:16])=[C:4]([N:8]2[C:13](=[O:14])[CH:12]=[CH:11][N:10]([C:21]3[CH:22]=[CH:23][C:18]([F:17])=[CH:19][CH:20]=3)[C:9]2=[O:15])[CH:5]=[CH:6][CH:7]=1. The catalyst is C(Cl)Cl.C([O-])(=O)C.[Cu+2].C([O-])(=O)C. The yield is 0.430. The reactants are [Br:1][C:2]1[C:3]([CH3:16])=[C:4]([N:8]2[C:13](=[O:14])[CH:12]=[CH:11][NH:10][C:9]2=[O:15])[CH:5]=[CH:6][CH:7]=1.[F:17][C:18]1[CH:23]=[CH:22][C:21](B(O)O)=[CH:20][CH:19]=1.N1C=CC=CC=1. (2) The reactants are [C:1]([O:5][C:6]([NH:8][C:9]1[CH:14]=[CH:13][C:12]([CH2:15][C:16]([OH:18])=O)=[CH:11][CH:10]=1)=[O:7])([CH3:4])([CH3:3])[CH3:2].Cl.CN(C)CCCN=C=NCC.[NH2:31][C:32]1[C:33](=[O:48])[N:34]([CH2:40][C:41]2[CH:46]=[CH:45][CH:44]=[CH:43][C:42]=2[F:47])[C:35](=[O:39])[NH:36][C:37]=1[NH2:38]. The catalyst is CN(C)C=O.CN(C)C1C=CN=CC=1. The product is [C:1]([O:5][C:6](=[O:7])[NH:8][C:9]1[CH:10]=[CH:11][C:12]([CH2:15][C:16](=[O:18])[NH:31][C:32]2[C:33](=[O:48])[N:34]([CH2:40][C:41]3[CH:46]=[CH:45][CH:44]=[CH:43][C:42]=3[F:47])[C:35](=[O:39])[NH:36][C:37]=2[NH2:38])=[CH:13][CH:14]=1)([CH3:2])([CH3:3])[CH3:4]. The yield is 0.910.